From a dataset of Catalyst prediction with 721,799 reactions and 888 catalyst types from USPTO. Predict which catalyst facilitates the given reaction. (1) Reactant: [Cl:1][C:2]1[CH:3]=[C:4]2[C:9](=[CH:10][C:11]=1[C:12]([OH:14])=O)[N:8]=[CH:7][N:6]=[C:5]2[NH:15][CH:16]([C:18]1[NH:22][C:21]2[CH:23]=[CH:24][C:25]([Cl:27])=[CH:26][C:20]=2[N:19]=1)[CH3:17].FC1C(OC(N(C)C)=[N+](C)C)=C(F)C(F)=C(F)C=1F.F[P-](F)(F)(F)(F)F.C(N(C(C)C)CC)(C)C.[CH2:63]([N:65]([CH2:76][CH3:77])[CH2:66][CH2:67][CH2:68][CH2:69][CH:70]1[CH2:75][CH2:74][CH2:73][CH2:72][NH:71]1)[CH3:64].FC(F)(F)C(O)=O. Product: [Cl:1][C:2]1[CH:3]=[C:4]2[C:9](=[CH:10][C:11]=1[C:12]([N:71]1[CH2:72][CH2:73][CH2:74][CH2:75][CH:70]1[CH2:69][CH2:68][CH2:67][CH2:66][N:65]([CH2:76][CH3:77])[CH2:63][CH3:64])=[O:14])[N:8]=[CH:7][N:6]=[C:5]2[NH:15][CH:16]([C:18]1[NH:22][C:21]2[CH:23]=[CH:24][C:25]([Cl:27])=[CH:26][C:20]=2[N:19]=1)[CH3:17]. The catalyst class is: 16. (2) Product: [CH3:39][S:40]([O:32][CH2:31][CH2:30][O:29][C:28]1[CH:27]=[C:26]([F:36])[C:25]([CH2:24][S:23][C:14]2[N:15]([C:16]3[CH:21]=[CH:20][C:19]([F:22])=[CH:18][CH:17]=3)[C:11]([C:8]([C:5]3[CH:6]=[CH:7][C:2]([Cl:1])=[C:3]([O:37][CH3:38])[CH:4]=3)([CH3:10])[CH3:9])=[CH:12][N:13]=2)=[C:34]([F:35])[CH:33]=1)(=[O:42])=[O:41]. Reactant: [Cl:1][C:2]1[CH:7]=[CH:6][C:5]([C:8]([C:11]2[N:15]([C:16]3[CH:21]=[CH:20][C:19]([F:22])=[CH:18][CH:17]=3)[C:14]([S:23][CH2:24][C:25]3[C:34]([F:35])=[CH:33][C:28]([O:29][CH2:30][CH2:31][OH:32])=[CH:27][C:26]=3[F:36])=[N:13][CH:12]=2)([CH3:10])[CH3:9])=[CH:4][C:3]=1[O:37][CH3:38].[CH3:39][S:40](Cl)(=[O:42])=[O:41].C(NC(C)C)(C)C. The catalyst class is: 2.